From a dataset of Reaction yield outcomes from USPTO patents with 853,638 reactions. Predict the reaction yield, written as a fraction of the theoretical maximum amount of product (1.0 means a 100% yield; for example, 0.34 means a 34% yield). (1) The reactants are [F:1][C:2]([F:20])([F:19])[C:3]1[CH:4]=[C:5]([C:9]2[CH:17]=[CH:16][CH:15]=[C:14]3[C:10]=2[CH2:11][C:12](=[O:18])[NH:13]3)[CH:6]=[CH:7][CH:8]=1.[CH2:21]([N:23]([CH2:37][CH3:38])[CH2:24][CH2:25][NH:26][C:27]([C:29]1[CH:33]=[C:32]([CH3:34])[NH:31][C:30]=1[CH:35]=O)=[O:28])[CH3:22]. The catalyst is C(O)C.N1CCCCC1. The product is [CH2:37]([N:23]([CH2:21][CH3:22])[CH2:24][CH2:25][NH:26][C:27]([C:29]1[CH:33]=[C:32]([CH3:34])[NH:31][C:30]=1[CH:35]=[C:11]1[C:10]2[C:14](=[CH:15][CH:16]=[CH:17][C:9]=2[C:5]2[CH:6]=[CH:7][CH:8]=[C:3]([C:2]([F:1])([F:19])[F:20])[CH:4]=2)[NH:13][C:12]1=[O:18])=[O:28])[CH3:38]. The yield is 0.220. (2) The yield is 0.530. The catalyst is O. The product is [OH:4][C:3]([C:5]1[CH:10]=[C:9]([C:11]2[CH:16]=[CH:15][CH:14]=[CH:13][CH:12]=2)[C:8]([OH:17])=[CH:7][CH:6]=1)=[O:2]. The reactants are C[O:2][C:3]([C:5]1[CH:10]=[C:9]([C:11]2[CH:16]=[CH:15][CH:14]=[CH:13][CH:12]=2)[C:8]([OH:17])=[CH:7][CH:6]=1)=[O:4].CO.[OH-].[Na+].Cl. (3) The reactants are C([O:4][C:5]1[CH:10]=[CH:9][C:8]([C:11](=[CH:15][C:16]2[CH:21]=[CH:20][C:19]([CH3:22])=[CH:18][CH:17]=2)[C:12]([OH:14])=[O:13])=[CH:7][CH:6]=1)(=O)C.[OH-].[Li+].Cl. The catalyst is C1COCC1.O. The product is [OH:4][C:5]1[CH:10]=[CH:9][C:8]([C:11](=[CH:15][C:16]2[CH:17]=[CH:18][C:19]([CH3:22])=[CH:20][CH:21]=2)[C:12]([OH:14])=[O:13])=[CH:7][CH:6]=1. The yield is 0.825. (4) The reactants are [Br:1][C:2]1[CH:25]=[CH:24][C:5]([CH2:6][NH:7][C:8]([C:10]2[CH:20]=[C:19]([N+:21]([O-])=O)[CH:18]=[CH:17][C:11]=2[O:12][CH2:13][C:14]([OH:16])=[O:15])=[O:9])=[C:4]([F:26])[CH:3]=1.[H][H]. The catalyst is C(O)C.[Pd]. The product is [NH2:21][C:19]1[CH:18]=[CH:17][C:11]([O:12][CH2:13][C:14]([OH:16])=[O:15])=[C:10]([C:8](=[O:9])[NH:7][CH2:6][C:5]2[CH:24]=[CH:25][C:2]([Br:1])=[CH:3][C:4]=2[F:26])[CH:20]=1. The yield is 0.660. (5) The reactants are [CH3:1][S:2]([CH:5]([C:7]1[CH:8]=[CH:9][C:10]([C:13]([F:16])([F:15])[F:14])=[N:11][CH:12]=1)[CH3:6])(=[NH:4])=[O:3].C(N(CC)CC)C.[C:24](Cl)(=[O:26])[CH3:25]. The catalyst is ClCCl. The product is [CH3:1][S:2](=[O:3])([CH:5]([C:7]1[CH:12]=[N:11][C:10]([C:13]([F:15])([F:16])[F:14])=[CH:9][CH:8]=1)[CH3:6])=[N:4][C:24](=[O:26])[CH3:25]. The yield is 0.910. (6) The reactants are Br[C:2]1[CH:7]=[C:6]([CH3:8])[C:5]([C:9]([F:12])([F:11])[F:10])=[CH:4][C:3]=1[N+:13]([O-:15])=[O:14].[Cu][C:17]#[N:18].Cl. The catalyst is CN1CCCC1=O. The product is [CH3:8][C:6]1[C:5]([C:9]([F:12])([F:11])[F:10])=[CH:4][C:3]([N+:13]([O-:15])=[O:14])=[C:2]([CH:7]=1)[C:17]#[N:18]. The yield is 0.880. (7) The reactants are Br[C:2]1[C:7]([CH3:8])=[CH:6][CH:5]=[CH:4][N:3]=1.C([O-])([O-])=O.[K+].[K+].N#N.[C:17]([O:21][C:22]([C:24]1[CH:25]=[C:26](B(O)O)[CH:27]=[CH:28][CH:29]=1)=[O:23])([CH3:20])([CH3:19])[CH3:18].C(Cl)Cl.CS(O)(=O)=O.[OH-].[Na+]. The yield is 0.820. The product is [C:17]([O:21][C:22](=[O:23])[C:24]1[CH:25]=[CH:26][CH:27]=[C:28]([C:2]2[C:7]([CH3:8])=[CH:6][CH:5]=[CH:4][N:3]=2)[CH:29]=1)([CH3:20])([CH3:18])[CH3:19]. The catalyst is C1(C)C=CC=CC=1.C1C=CC(P(C2C=CC=CC=2)[C-]2C=CC=C2)=CC=1.C1C=CC(P(C2C=CC=CC=2)[C-]2C=CC=C2)=CC=1.Cl[Pd]Cl.[Fe+2].O.